This data is from Reaction yield outcomes from USPTO patents with 853,638 reactions. The task is: Predict the reaction yield, written as a fraction of the theoretical maximum amount of product (1.0 means a 100% yield; for example, 0.34 means a 34% yield). (1) The reactants are [CH2:1]([O:3][C:4](=[O:8])[CH2:5][C:6]#[N:7])[CH3:2].[H-].[Na+].[O:11]=[C:12]1[C:24]2[C:19](=[N:20][C:21](C#N)=[C:22]([C:25]#[N:26])[N:23]=2)[C:18]2[CH:17]=[CH:16][CH:15]=[CH:14][C:13]1=2.CO. The catalyst is CN(C=O)C. The product is [C:6]([C:5]([C:21]1[N:20]=[C:19]2[C:18]3[CH:17]=[CH:16][CH:15]=[CH:14][C:13]=3[C:12](=[O:11])[C:24]2=[N:23][C:22]=1[C:25]#[N:26])=[C:4]([O:3][CH2:1][CH3:2])[OH:8])#[N:7]. The yield is 0.970. (2) The reactants are [CH3:1][C:2]1[NH:3][C:4]2[C:9]([CH:10]=1)=[CH:8][CH:7]=[C:6](B1OC(C)(C)C(C)(C)O1)[CH:5]=2.Cl[C:21]1[C:30]([N:31]2[CH2:35][CH2:34][CH2:33][C@@H:32]2[CH3:36])=[N:29][C:28]2[C:23](=[CH:24][CH:25]=[C:26]([C:37]([O:39][CH3:40])=[O:38])[CH:27]=2)[N:22]=1.C(=O)([O-])[O-].[Na+].[Na+]. The catalyst is COCCOC.O.C1C=CC([P]([Pd]([P](C2C=CC=CC=2)(C2C=CC=CC=2)C2C=CC=CC=2)([P](C2C=CC=CC=2)(C2C=CC=CC=2)C2C=CC=CC=2)[P](C2C=CC=CC=2)(C2C=CC=CC=2)C2C=CC=CC=2)(C2C=CC=CC=2)C2C=CC=CC=2)=CC=1. The product is [CH3:1][C:2]1[NH:3][C:4]2[C:9]([CH:10]=1)=[CH:8][C:7]([C:21]1[C:30]([N:31]3[CH2:35][CH2:34][CH2:33][C@@H:32]3[CH3:36])=[N:29][C:28]3[C:23](=[CH:24][CH:25]=[C:26]([C:37]([O:39][CH3:40])=[O:38])[CH:27]=3)[N:22]=1)=[CH:6][CH:5]=2. The yield is 0.710.